Dataset: Full USPTO retrosynthesis dataset with 1.9M reactions from patents (1976-2016). Task: Predict the reactants needed to synthesize the given product. (1) Given the product [Cl:17][C:13]1[CH:12]=[C:11]([C:4]2[N:3]=[C:2]([NH:18][C:19]3[N:24]=[CH:23][C:22]([CH2:25][C:26]([O:28][CH2:29][CH3:30])=[O:27])=[CH:21][CH:20]=3)[CH:7]=[C:6]([CH:8]3[CH2:10][CH2:9]3)[N:5]=2)[CH:16]=[CH:15][CH:14]=1, predict the reactants needed to synthesize it. The reactants are: Cl[C:2]1[CH:7]=[C:6]([CH:8]2[CH2:10][CH2:9]2)[N:5]=[C:4]([C:11]2[CH:16]=[CH:15][CH:14]=[C:13]([Cl:17])[CH:12]=2)[N:3]=1.[NH2:18][C:19]1[N:24]=[CH:23][C:22]([CH2:25][C:26]([O:28][CH2:29][CH3:30])=[O:27])=[CH:21][CH:20]=1.C(=O)([O-])[O-].[Cs+].[Cs+]. (2) Given the product [Cl:65][C:59]1[CH:60]=[CH:61][C:62]([Cl:64])=[CH:63][C:58]=1[C:57]([N:54]1[CH2:53][CH2:52][N:51]([C:49](=[O:50])[CH2:48][NH:47][C:31]([C:28]2[CH:27]=[C:26]([C:20]3[CH:21]=[CH:22][CH:23]=[CH:24][CH:25]=3)[O:30][N:29]=2)=[O:33])[CH2:56][CH2:55]1)=[O:66], predict the reactants needed to synthesize it. The reactants are: C1C=CC2N(O)N=NC=2C=1.CCN(C(C)C)C(C)C.[C:20]1([C:26]2[O:30][N:29]=[C:28]([C:31]([OH:33])=O)[CH:27]=2)[CH:25]=[CH:24][CH:23]=[CH:22][CH:21]=1.CCN=C=NCCCN(C)C.Cl.Cl.[NH2:47][CH2:48][C:49]([N:51]1[CH2:56][CH2:55][N:54]([C:57](=[O:66])[C:58]2[CH:63]=[C:62]([Cl:64])[CH:61]=[CH:60][C:59]=2[Cl:65])[CH2:53][CH2:52]1)=[O:50]. (3) Given the product [N+:1]([C:4]1[CH:22]=[CH:21][C:7]([C:8]2[O:20][C:12]([CH2:13][CH2:14][CH2:15][C:16]([O:18][CH3:19])=[O:17])=[N:11][N:10]=2)=[CH:6][CH:5]=1)([O-:3])=[O:2], predict the reactants needed to synthesize it. The reactants are: [N+:1]([C:4]1[CH:22]=[CH:21][C:7]([C:8]([NH:10][NH:11][C:12](=[O:20])[CH2:13][CH2:14][CH2:15][C:16]([O:18][CH3:19])=[O:17])=O)=[CH:6][CH:5]=1)([O-:3])=[O:2].P(Cl)(Cl)(Cl)=O.C(=O)(O)[O-].[Na+]. (4) Given the product [CH2:18]([CH:15]1[CH2:16][CH2:17][CH:12]([CH:9]2[CH2:10][CH2:11][CH:6]([CH2:1][CH2:2][CH2:3][CH2:4][CH2:5][OH:30])[CH2:7][CH2:8]2)[CH2:13][CH2:14]1)[CH2:19][CH3:20], predict the reactants needed to synthesize it. The reactants are: [CH2:1]([CH:6]1[CH2:11][CH2:10][CH:9]([CH:12]2[CH2:17][CH2:16][CH:15]([CH2:18][CH2:19][CH3:20])[CH2:14][CH2:13]2)[CH2:8][CH2:7]1)[CH2:2][CH2:3][CH:4]=[CH2:5].B1C2CCCC1CCC2.[OH:30]O.[OH-].[Na+]. (5) Given the product [CH3:31][C@H:26]1[CH2:27][O:28][CH2:29][CH2:30][N:25]1[C:22]1[N:20]2[CH:21]=[C:16]([O:14][C@H:7]3[C:8]4[C:13](=[CH:12][CH:11]=[CH:10][CH:9]=4)[C@@H:4]([NH2:3])[CH2:5][CH2:6]3)[CH:17]=[CH:18][C:19]2=[N:24][N:23]=1, predict the reactants needed to synthesize it. The reactants are: [H-].[Na+].[NH2:3][C@@H:4]1[C:13]2[C:8](=[CH:9][CH:10]=[CH:11][CH:12]=2)[C@H:7]([OH:14])[CH2:6][CH2:5]1.F[C:16]1[CH:17]=[CH:18][C:19]2[N:20]([C:22]([N:25]3[CH2:30][CH2:29][O:28][CH2:27][C@@H:26]3[CH3:31])=[N:23][N:24]=2)[CH:21]=1. (6) Given the product [OH:21][N:20]1[C:2](=[O:1])[C@H:6]([O:7][C:8](=[O:12])[CH:9]([CH3:11])[CH3:10])[C@@H:5]([O:13][C:14](=[O:18])[CH:15]([CH3:17])[CH3:16])[C:4]1=[O:3], predict the reactants needed to synthesize it. The reactants are: [O:1]=[C:2]1[C@@H:6]([O:7][C:8](=[O:12])[CH:9]([CH3:11])[CH3:10])[C@H:5]([O:13][C:14](=[O:18])[CH:15]([CH3:17])[CH3:16])[C:4](=O)[O:3]1.[NH2:20][OH:21].